Dataset: Catalyst prediction with 721,799 reactions and 888 catalyst types from USPTO. Task: Predict which catalyst facilitates the given reaction. Reactant: Cl.[CH3:2][C:3]1([CH3:19])[C:11]2[C:6](=[N:7][CH:8]=[CH:9][N:10]=2)[N:5]([CH:12]2[CH2:17][CH2:16][NH:15][CH2:14][CH2:13]2)[C:4]1=[O:18].Cl[C:21]1[N:30]=[CH:29][C:28]2[C:23](=[CH:24][CH:25]=[C:26]([F:31])[CH:27]=2)[N:22]=1.C(=O)([O-])[O-].[K+].[K+].O. Product: [F:31][C:26]1[CH:27]=[C:28]2[C:23](=[CH:24][CH:25]=1)[N:22]=[C:21]([N:15]1[CH2:16][CH2:17][CH:12]([N:5]3[C:6]4=[N:7][CH:8]=[CH:9][N:10]=[C:11]4[C:3]([CH3:19])([CH3:2])[C:4]3=[O:18])[CH2:13][CH2:14]1)[N:30]=[CH:29]2. The catalyst class is: 16.